Dataset: Forward reaction prediction with 1.9M reactions from USPTO patents (1976-2016). Task: Predict the product of the given reaction. (1) Given the reactants [Cl:1][C:2]1[CH:7]=[CH:6][C:5]([C:8]2[CH:13]=[CH:12][C:11]([C:14]([C:16]3[S:17][CH:18]=[CH:19][C:20]=3[CH2:21][C:22]([O:24]CC)=[O:23])=[O:15])=[CH:10][N:9]=2)=[CH:4][CH:3]=1.[OH-].[Na+], predict the reaction product. The product is: [Cl:1][C:2]1[CH:3]=[CH:4][C:5]([C:8]2[CH:13]=[CH:12][C:11]([C:14]([C:16]3[S:17][CH:18]=[CH:19][C:20]=3[CH2:21][C:22]([OH:24])=[O:23])=[O:15])=[CH:10][N:9]=2)=[CH:6][CH:7]=1. (2) Given the reactants [CH3:1][O:2][C:3]1[CH:11]=[CH:10][C:6]([C:7](O)=[O:8])=[CH:5][C:4]=1/[CH:12]=[CH:13]/[C:14]1[CH:19]=[CH:18][C:17]([O:20][C:21]([F:24])([F:23])[F:22])=[CH:16][CH:15]=1.Cl.[CH3:26][NH2:27], predict the reaction product. The product is: [CH3:1][O:2][C:3]1[CH:11]=[CH:10][C:6]([C:7]([NH:27][CH3:26])=[O:8])=[CH:5][C:4]=1/[CH:12]=[CH:13]/[C:14]1[CH:19]=[CH:18][C:17]([O:20][C:21]([F:24])([F:23])[F:22])=[CH:16][CH:15]=1.